Dataset: Catalyst prediction with 721,799 reactions and 888 catalyst types from USPTO. Task: Predict which catalyst facilitates the given reaction. (1) Reactant: [P:1](Cl)([O:6][CH2:7][CH3:8])([O:3][CH2:4][CH3:5])=[O:2].C1COCC1.[NH2:15][CH2:16][C:17](=[C:19]1[CH2:24][CH2:23][CH2:22][N:21]([C:25]2[C:34]([O:35][CH3:36])=[C:33]3[C:28]([C:29](=[O:43])[C:30]([C:40]([OH:42])=[O:41])=[CH:31][N:32]3[CH:37]3[CH2:39][CH2:38]3)=[CH:27][C:26]=2[F:44])[CH2:20]1)[F:18]. Product: [CH:37]1([N:32]2[C:33]3[C:28](=[CH:27][C:26]([F:44])=[C:25]([N:21]4[CH2:22][CH2:23][CH2:24][C:19](=[C:17]([F:18])[CH2:16][NH:15][P:1]([O:6][CH2:7][CH3:8])([O:3][CH2:4][CH3:5])=[O:2])[CH2:20]4)[C:34]=3[O:35][CH3:36])[C:29](=[O:43])[C:30]([C:40]([OH:42])=[O:41])=[CH:31]2)[CH2:38][CH2:39]1. The catalyst class is: 25. (2) Reactant: [NH2:1][CH2:2][CH:3]([OH:5])[CH3:4].[C:6]([O:11]CC)(=O)[CH:7]([CH3:9])[OH:8]. Product: [C:6]([NH:1][CH2:2][CH:3]([OH:5])[CH3:4])(=[O:11])[CH:7]([CH3:9])[OH:8]. The catalyst class is: 8. (3) Reactant: C(C1C=C(C)C=C(C(C)(C)C)N=1)(C)(C)C.[O:16](S(C(F)(F)F)(=O)=O)[S:17]([C:20]([F:23])([F:22])[F:21])(=[O:19])=[O:18].O=[C:32]1[CH2:37][CH2:36][CH:35]([CH2:38][C:39]([O:41][CH2:42][CH3:43])=[O:40])[CH2:34][CH2:33]1. Product: [F:21][C:20]([F:23])([F:22])[S:17]([O:16][C:32]1[CH2:37][CH2:36][CH:35]([CH2:38][C:39]([O:41][CH2:42][CH3:43])=[O:40])[CH2:34][CH:33]=1)(=[O:19])=[O:18]. The catalyst class is: 4. (4) Reactant: [O:1]1[C:6]2[CH:7]=[CH:8][C:9]([NH2:11])=[CH:10][C:5]=2[O:4][CH2:3][CH2:2]1.C[Si]([N-][Si](C)(C)C)(C)C.[Na+].[C:22]1([CH3:30])[CH:27]=[CH:26][C:25]([C:28]#[N:29])=[CH:24][CH:23]=1.ClCCl. Product: [O:1]1[C:6]2[CH:7]=[CH:8][C:9]([NH:11][C:28]([C:25]3[CH:26]=[CH:27][C:22]([CH3:30])=[CH:23][CH:24]=3)=[NH:29])=[CH:10][C:5]=2[O:4][CH2:3][CH2:2]1. The catalyst class is: 334. (5) Reactant: [Br:1][C:2]1[CH:11]=[C:10]2[C:5]([CH2:6][CH2:7][C:8](=O)[CH2:9]2)=[CH:4][CH:3]=1.[CH2:13]([NH2:16])[CH2:14][CH3:15].C(O[BH-](OC(=O)C)OC(=O)C)(=O)C.[Na+]. Product: [Br:1][C:2]1[CH:11]=[C:10]2[C:5]([CH2:6][CH2:7][CH:8]([NH:16][CH2:13][CH2:14][CH3:15])[CH2:9]2)=[CH:4][CH:3]=1. The catalyst class is: 26. (6) Reactant: F[C:2]1[CH:7]=[CH:6][C:5]([NH:8][S:9]([C:12]2[CH:17]=[CH:16][CH:15]=[CH:14][CH:13]=2)(=[O:11])=[O:10])=[CH:4][C:3]=1[N+:18]([O-:20])=[O:19].[CH:21]1([CH2:25][NH2:26])[CH2:24][CH2:23][CH2:22]1.CCO. Product: [CH:21]1([CH2:25][NH:26][C:2]2[CH:7]=[CH:6][C:5]([NH:8][S:9]([C:12]3[CH:17]=[CH:16][CH:15]=[CH:14][CH:13]=3)(=[O:11])=[O:10])=[CH:4][C:3]=2[N+:18]([O-:20])=[O:19])[CH2:24][CH2:23][CH2:22]1. The catalyst class is: 6. (7) Reactant: Br[C:2]1[CH:3]=[N:4][N:5]2[CH:10]=[CH:9][C:8]([N:11]3[C@@H:15]([C:16]4[CH:21]=[CH:20][C:19]([F:22])=[CH:18][N:17]=4)[CH2:14][O:13][C:12]3=[O:23])=[N:7][C:6]=12.[F:24][C:25]1[CH:26]=[C:27](B(O)O)[CH:28]=[CH:29][C:30]=1[CH:31]=[O:32].C(=O)([O-])[O-].[Na+].[Na+].CC(C1C=C(C(C)C)C(C2C=CC=CC=2P(C2CCCCC2)C2CCCCC2)=C(C(C)C)C=1)C. Product: [F:24][C:25]1[CH:26]=[C:27]([C:2]2[CH:3]=[N:4][N:5]3[CH:10]=[CH:9][C:8]([N:11]4[C@@H:15]([C:16]5[CH:21]=[CH:20][C:19]([F:22])=[CH:18][N:17]=5)[CH2:14][O:13][C:12]4=[O:23])=[N:7][C:6]=23)[CH:28]=[CH:29][C:30]=1[CH:31]=[O:32]. The catalyst class is: 62. (8) Reactant: [NH2:1][CH:2]([CH2:6][O:7][CH3:8])[C:3]([OH:5])=[O:4].[C:9]([O:13][C:14](O[C:14]([O:13][C:9]([CH3:12])([CH3:11])[CH3:10])=[O:15])=[O:15])([CH3:12])([CH3:11])[CH3:10].[OH-].[Na+]. Product: [C:9]([O:13][C:14]([NH:1][CH:2]([CH2:6][O:7][CH3:8])[C:3]([OH:5])=[O:4])=[O:15])([CH3:12])([CH3:11])[CH3:10]. The catalyst class is: 38.